Predict the reactants needed to synthesize the given product. From a dataset of Full USPTO retrosynthesis dataset with 1.9M reactions from patents (1976-2016). (1) Given the product [CH:1]([C:4]1[CH:5]=[CH:6][C:7]([O:22][CH3:23])=[C:8]([C:10]2[CH:15]=[CH:14][C:13]([C:16]([F:19])([F:18])[F:17])=[CH:12][C:11]=2[CH2:20][NH2:27])[CH:9]=1)([CH3:3])[CH3:2], predict the reactants needed to synthesize it. The reactants are: [CH:1]([C:4]1[CH:5]=[CH:6][C:7]([O:22][CH3:23])=[C:8]([C:10]2[C:11]([CH:20]=O)=[CH:12][C:13]([C:16]([F:19])([F:18])[F:17])=[CH:14][CH:15]=2)[CH:9]=1)([CH3:3])[CH3:2].Cl.NO.[N:27]1C=CC=CC=1.C(OCC)(=O)C. (2) Given the product [CH3:59][CH:58]([CH3:60])[C@H:53]([N:47]1[CH2:46][C:45]2[C:49](=[CH:50][CH:51]=[C:43]([C:40]3[CH:41]=[CH:42][C:37]([NH:36][C:70]([NH:69][C:65]4[CH:66]=[CH:67][CH:68]=[C:63]([C:62]([F:61])([F:72])[F:73])[CH:64]=4)=[S:71])=[CH:38][CH:39]=3)[CH:44]=2)[C:48]1=[O:52])[C:54]([O:56][CH3:57])=[O:55], predict the reactants needed to synthesize it. The reactants are: FC1C=CC=CC=1NC(=S)NC1C=CC(C2C=C3C(=CC=2)C(=O)N([C@@H](C(C)C)C(OC)=O)C3)=CC=1.[NH2:36][C:37]1[CH:42]=[CH:41][C:40]([C:43]2[CH:44]=[C:45]3[C:49](=[CH:50][CH:51]=2)[C:48](=[O:52])[N:47]([C@@H:53]([CH:58]([CH3:60])[CH3:59])[C:54]([O:56][CH3:57])=[O:55])[CH2:46]3)=[CH:39][CH:38]=1.[F:61][C:62]([F:73])([F:72])[C:63]1[CH:64]=[C:65]([N:69]=[C:70]=[S:71])[CH:66]=[CH:67][CH:68]=1. (3) Given the product [N:14]1([CH2:20][CH2:21][CH2:22][O:23][C:2]2[CH:9]=[CH:8][C:5]([C:6]#[N:7])=[C:4]([C:10]([F:13])([F:12])[F:11])[CH:3]=2)[CH2:19][CH2:18][CH2:17][CH2:16][CH2:15]1, predict the reactants needed to synthesize it. The reactants are: F[C:2]1[CH:9]=[CH:8][C:5]([C:6]#[N:7])=[C:4]([C:10]([F:13])([F:12])[F:11])[CH:3]=1.[N:14]1([CH2:20][CH2:21][CH2:22][OH:23])[CH2:19][CH2:18][CH2:17][CH2:16][CH2:15]1.C[Si](C)(C)[N-][Si](C)(C)C.[K+]. (4) The reactants are: C[N:2](C)/[CH:3]=[CH:4]\[C:5]([C:7]1[CH:12]=[CH:11][C:10]([C:13]2([C:20]3[CH:25]=[CH:24][C:23]([O:26][CH2:27][C:28]4[CH:33]=[CH:32][CH:31]=[CH:30][N:29]=4)=[CH:22][CH:21]=3)[CH2:18][CH:17]3[CH2:19][CH:14]2[CH2:15][CH2:16]3)=[CH:9][CH:8]=1)=[O:6].Cl.NO. Given the product [O:6]1[C:5]([C:7]2[CH:12]=[CH:11][C:10]([C@:13]3([C:20]4[CH:25]=[CH:24][C:23]([O:26][CH2:27][C:28]5[CH:33]=[CH:32][CH:31]=[CH:30][N:29]=5)=[CH:22][CH:21]=4)[CH2:18][CH:17]4[CH2:19][CH:14]3[CH2:15][CH2:16]4)=[CH:9][CH:8]=2)=[CH:4][CH:3]=[N:2]1, predict the reactants needed to synthesize it. (5) The reactants are: [CH3:1][O:2][C:3]1[CH:8]=[CH:7][C:6]([NH:9][C:10]2[C:11]([NH2:20])=[C:12]([C:16]([F:19])([F:18])[F:17])[CH:13]=[CH:14][CH:15]=2)=[CH:5][CH:4]=1.[CH2:21](C(CC)(CC)C([O-])([O-])[O-])[CH3:22]. Given the product [CH3:1][O:2][C:3]1[CH:4]=[CH:5][C:6]([N:9]2[C:10]3[CH:15]=[CH:14][CH:13]=[C:12]([C:16]([F:18])([F:17])[F:19])[C:11]=3[N:20]=[C:21]2[CH3:22])=[CH:7][CH:8]=1, predict the reactants needed to synthesize it. (6) The reactants are: [C:1]([O:5][C:6](=[O:15])[NH:7][C:8]1[S:9][CH:10]=[C:11]([CH:13]=O)[N:12]=1)([CH3:4])([CH3:3])[CH3:2].[CH:16]1([NH:21][C:22]([CH:24]2[CH2:29][CH2:28][NH:27][CH2:26][CH2:25]2)=[O:23])[CH2:20][CH2:19][CH2:18][CH2:17]1. Given the product [C:1]([O:5][C:6](=[O:15])[NH:7][C:8]1[S:9][CH:10]=[C:11]([CH2:13][N:27]2[CH2:28][CH2:29][CH:24]([C:22](=[O:23])[NH:21][CH:16]3[CH2:20][CH2:19][CH2:18][CH2:17]3)[CH2:25][CH2:26]2)[N:12]=1)([CH3:4])([CH3:3])[CH3:2], predict the reactants needed to synthesize it. (7) Given the product [CH:10]1([CH2:9][O:8][C:7]2[N:6]=[C:5]([C:13]([OH:15])=[O:14])[CH:4]=[CH:3][C:2]=2[C:20]2[CH:19]=[CH:18][NH:17][N:16]=2)[CH2:12][CH2:11]1, predict the reactants needed to synthesize it. The reactants are: Br[C:2]1[CH:3]=[CH:4][C:5]([C:13]([OH:15])=[O:14])=[N:6][C:7]=1[O:8][CH2:9][CH:10]1[CH2:12][CH2:11]1.[NH:16]1[CH:20]=[CH:19][C:18](B(O)O)=[N:17]1.C(=O)([O-])[O-].[Na+].[Na+].O. (8) The reactants are: [NH2:1][C:2]1[CH:11]=[CH:10][C:9]([F:12])=[CH:8][C:3]=1[C:4]([NH:6][CH3:7])=[O:5].[Cl:13][C:14]1[CH:19]=[C:18](I)[C:17]([Cl:21])=[CH:16][N:15]=1.[O-]P([O-])([O-])=O.[K+].[K+].[K+].C1C=CC(P(C2C(OC3C(P(C4C=CC=CC=4)C4C=CC=CC=4)=CC=CC=3)=CC=CC=2)C2C=CC=CC=2)=CC=1. Given the product [Cl:13][C:14]1[CH:19]=[C:18]([NH:1][C:2]2[CH:11]=[CH:10][C:9]([F:12])=[CH:8][C:3]=2[C:4]([NH:6][CH3:7])=[O:5])[C:17]([Cl:21])=[CH:16][N:15]=1, predict the reactants needed to synthesize it. (9) Given the product [ClH:1].[NH:17]1[CH2:18][CH2:19][CH:14]([O:13][N:4]2[C:3](=[O:2])[C:11]3[C:6](=[CH:7][CH:8]=[CH:9][CH:10]=3)[C:5]2=[O:12])[CH2:15][CH2:16]1, predict the reactants needed to synthesize it. The reactants are: [ClH:1].[O:2]=[C:3]1[C:11]2[C:6](=[CH:7][CH:8]=[CH:9][CH:10]=2)[C:5](=[O:12])[N:4]1[O:13][CH:14]1[CH2:19][CH2:18][N:17](C(OC(C)(C)C)=O)[CH2:16][CH2:15]1. (10) Given the product [Cl:1][C:2]1[CH:7]=[C:6]([Cl:8])[CH:5]=[CH:4][C:3]=1[C:9]1[N:10]=[C:11](/[CH:16]=[CH:17]/[C:18]2[CH:23]=[CH:22][C:21]([C:24]3[CH:25]=[CH:26][C:27]([O:30][C:32]4[S:36][C:35]([C:37]([OH:39])=[O:38])=[CH:34][CH:33]=4)=[CH:28][CH:29]=3)=[CH:20][CH:19]=2)[N:12]([CH2:14][CH3:15])[CH:13]=1, predict the reactants needed to synthesize it. The reactants are: [Cl:1][C:2]1[CH:7]=[C:6]([Cl:8])[CH:5]=[CH:4][C:3]=1[C:9]1[N:10]=[C:11](/[CH:16]=[CH:17]/[C:18]2[CH:23]=[CH:22][C:21]([C:24]3[CH:29]=[CH:28][C:27]([OH:30])=[CH:26][CH:25]=3)=[CH:20][CH:19]=2)[N:12]([CH2:14][CH3:15])[CH:13]=1.Br[C:32]1[S:36][C:35]([C:37]([O:39]C)=[O:38])=[CH:34][CH:33]=1.